This data is from Reaction yield outcomes from USPTO patents with 853,638 reactions. The task is: Predict the reaction yield, written as a fraction of the theoretical maximum amount of product (1.0 means a 100% yield; for example, 0.34 means a 34% yield). (1) The yield is 0.140. The product is [F:8][CH:9]([F:13])[C:10]([N:1]=[C:2]1[CH:7]=[CH:6][CH:5]=[CH:4][NH:3]1)=[O:11]. The reactants are [NH2:1][C:2]1[CH:7]=[CH:6][CH:5]=[CH:4][N:3]=1.[F:8][CH:9]([F:13])[C:10](O)=[O:11].CCN=C=NCCCN(C)C.Cl. The catalyst is ClCCl.CN(C1C=CN=CC=1)C. (2) The reactants are [Cl-].O[NH3+:3].[C:4](=[O:7])([O-])[OH:5].[Na+].CS(C)=O.[CH2:13]([C:17]1[N:18]=[C:19]([CH:48]2[CH2:50][CH2:49]2)[N:20]([C:39]2[CH:44]=[CH:43][C:42]([O:45][CH2:46][CH3:47])=[CH:41][CH:40]=2)[C:21](=[O:38])[C:22]=1[CH2:23][C:24]1[CH:29]=[CH:28][C:27]([C:30]2[C:31]([C:36]#[N:37])=[CH:32][CH:33]=[CH:34][CH:35]=2)=[CH:26][CH:25]=1)[CH2:14][CH2:15][CH3:16]. The catalyst is C(OCC)(=O)C. The product is [CH2:13]([C:17]1[N:18]=[C:19]([CH:48]2[CH2:49][CH2:50]2)[N:20]([C:39]2[CH:44]=[CH:43][C:42]([O:45][CH2:46][CH3:47])=[CH:41][CH:40]=2)[C:21](=[O:38])[C:22]=1[CH2:23][C:24]1[CH:25]=[CH:26][C:27]([C:30]2[CH:35]=[CH:34][CH:33]=[CH:32][C:31]=2[C:36]2[NH:3][C:4](=[O:7])[O:5][N:37]=2)=[CH:28][CH:29]=1)[CH2:14][CH2:15][CH3:16]. The yield is 0.970. (3) The reactants are [C:1]([NH:4][C:5]1[CH:10]=[C:9]([C:11]2[S:15][C:14]([C:16]([O:18][CH2:19][CH3:20])=[O:17])=[C:13](I)[C:12]=2[C:22]#[N:23])[CH:8]=[CH:7][N:6]=1)(=[O:3])[CH3:2].[Cl-].[Cl:25][C:26]1[CH:33]=[CH:32][C:29]([CH2:30][Zn+])=[CH:28][CH:27]=1. The catalyst is O1CCCC1.CC(C)([P](C(C)(C)C)([Pd][P](C(C)(C)C)(C(C)(C)C)C(C)(C)C)C(C)(C)C)C. The product is [C:1]([NH:4][C:5]1[CH:10]=[C:9]([C:11]2[S:15][C:14]([C:16]([O:18][CH2:19][CH3:20])=[O:17])=[C:13]([CH2:30][C:29]3[CH:32]=[CH:33][C:26]([Cl:25])=[CH:27][CH:28]=3)[C:12]=2[C:22]#[N:23])[CH:8]=[CH:7][N:6]=1)(=[O:3])[CH3:2]. The yield is 0.760. (4) The reactants are [Cl:1][C:2]1[CH:7]=[CH:6][C:5]([C:8]2[N:9]=[C:10]([CH2:26][N:27]3[N:31]=[N:30][CH:29]=[N:28]3)[C:11]([C:21]([O:23]CC)=[O:22])=[N:12][C:13]=2[C:14]2[CH:19]=[CH:18][C:17]([Cl:20])=[CH:16][CH:15]=2)=[CH:4][CH:3]=1.[OH-].[Li+]. The catalyst is C(#N)C.O.O1CCCC1. The product is [Cl:1][C:2]1[CH:3]=[CH:4][C:5]([C:8]2[N:9]=[C:10]([CH2:26][N:27]3[N:31]=[N:30][CH:29]=[N:28]3)[C:11]([C:21]([OH:23])=[O:22])=[N:12][C:13]=2[C:14]2[CH:15]=[CH:16][C:17]([Cl:20])=[CH:18][CH:19]=2)=[CH:6][CH:7]=1. The yield is 1.00. (5) The reactants are [NH2:1][C@H:2]([C:6]1[S:7][CH:8]=[CH:9][CH:10]=1)[C:3](O)=O.C[O:12][C:13](=O)[C@H:14]([CH2:16][CH:17]([CH3:19])[CH3:18])[NH2:15].C([C@@H]1NC[C@H](CC(C)C)NC1=O)C(C)C. No catalyst specified. The product is [CH2:16]([C@@H:14]1[NH:15][CH2:3][C@@H:2]([C:6]2[S:7][CH:8]=[CH:9][CH:10]=2)[NH:1][C:13]1=[O:12])[CH:17]([CH3:19])[CH3:18]. The yield is 0.184. (6) The reactants are [CH3:1][CH:2]1[NH:7][CH:6]([CH3:8])[CH2:5][N:4]([C:9](=[O:23])[CH2:10][CH2:11][C:12]2[C:20]3[CH2:19][CH2:18][CH2:17][CH2:16][C:15]=3[NH:14][C:13]=2[CH:21]=O)[CH2:3]1.[CH2:24]([S:26]([C:29]1[CH:30]=[C:31]2[C:35](=[CH:36][CH:37]=1)[NH:34][C:33](=[O:38])[CH2:32]2)(=[O:28])=[O:27])[CH3:25]. No catalyst specified. The product is [CH3:1][CH:2]1[NH:7][CH:6]([CH3:8])[CH2:5][N:4]([C:9](=[O:23])[CH2:10][CH2:11][C:12]2[C:20]3[CH2:19][CH2:18][CH2:17][CH2:16][C:15]=3[NH:14][C:13]=2/[CH:21]=[C:32]2\[C:33](=[O:38])[NH:34][C:35]3[C:31]\2=[CH:30][C:29]([S:26]([CH2:24][CH3:25])(=[O:27])=[O:28])=[CH:37][CH:36]=3)[CH2:3]1. The yield is 0.460.